Predict the reactants needed to synthesize the given product. From a dataset of Full USPTO retrosynthesis dataset with 1.9M reactions from patents (1976-2016). (1) Given the product [CH2:29]([C:13]([C:10]1[CH:11]=[CH:12][C:7](/[CH:40]=[CH:39]/[C:38]([O:37][CH2:35][CH3:36])=[O:41])=[C:8]([O:31][CH3:32])[CH:9]=1)=[C:14]([C:22]1[CH:27]=[CH:26][C:25]([OH:28])=[CH:24][CH:23]=1)[C:15]1[CH:16]=[CH:17][C:18]([OH:21])=[CH:19][CH:20]=1)[CH3:30], predict the reactants needed to synthesize it. The reactants are: FC(F)(F)S(O[C:7]1[CH:12]=[CH:11][C:10]([C:13]([CH2:29][CH3:30])=[C:14]([C:22]2[CH:27]=[CH:26][C:25]([OH:28])=[CH:24][CH:23]=2)[C:15]2[CH:20]=[CH:19][C:18]([OH:21])=[CH:17][CH:16]=2)=[CH:9][C:8]=1[O:31][CH3:32])(=O)=O.[CH2:35]([O:37][C:38](=[O:41])[CH:39]=[CH2:40])[CH3:36]. (2) Given the product [ClH:37].[F:1][C:2]1[CH:7]=[CH:6][CH:5]=[CH:4][C:3]=1[N:8]1[C:12]([C:13]2[CH:14]=[CH:15][N:16]=[CH:17][CH:18]=2)=[C:11]([C:19]2[O:23][N:22]=[C:21]([CH:24]3[CH2:29][CH2:28][NH:27][CH2:26][CH2:25]3)[N:20]=2)[N:10]=[N:9]1, predict the reactants needed to synthesize it. The reactants are: [F:1][C:2]1[CH:7]=[CH:6][CH:5]=[CH:4][C:3]=1[N:8]1[C:12]([C:13]2[CH:18]=[CH:17][N:16]=[CH:15][CH:14]=2)=[C:11]([C:19]2[O:23][N:22]=[C:21]([CH:24]3[CH2:29][CH2:28][N:27](C(OC(C)(C)C)=O)[CH2:26][CH2:25]3)[N:20]=2)[N:10]=[N:9]1.[ClH:37]. (3) Given the product [Cl:14][C:8]1[C:9]([Cl:13])=[CH:10][CH:11]=[CH:12][C:7]=1[O:6][CH2:5][CH2:4][CH2:3][CH2:2][O:23][C:20]1[CH:19]=[CH:18][C:17]([C:24](=[O:29])[CH2:25][CH:26]([CH3:28])[CH3:27])=[C:16]([OH:15])[C:21]=1[CH3:22], predict the reactants needed to synthesize it. The reactants are: Br[CH2:2][CH2:3][CH2:4][CH2:5][O:6][C:7]1[CH:12]=[CH:11][CH:10]=[C:9]([Cl:13])[C:8]=1[Cl:14].[OH:15][C:16]1[C:21]([CH3:22])=[C:20]([OH:23])[CH:19]=[CH:18][C:17]=1[C:24](=[O:29])[CH2:25][CH:26]([CH3:28])[CH3:27]. (4) Given the product [Cl:1][C:2]1[N:6]([CH3:7])[N:5]=[C:4]([C:8]2[CH:13]=[CH:12][C:11]([O:14][CH3:15])=[C:10]([CH3:16])[CH:9]=2)[C:3]=1[CH3:17], predict the reactants needed to synthesize it. The reactants are: [Cl:1][C:2]1[N:6]([CH3:7])[N:5]=[C:4]([C:8]2[CH:13]=[CH:12][C:11]([O:14][CH3:15])=[C:10]([CH3:16])[CH:9]=2)[C:3]=1[CH:17]=O.FC(F)(F)C(O)=O.C([SiH](CC)CC)C. (5) Given the product [Cl:18][C:19]1[CH:20]=[CH:21][C:22]([C:25]2[CH:26]=[CH:27][C:28]([C:31]#[C:32][C:2]3[CH:3]=[C:4]4[C:8](=[CH:9][CH:10]=3)[N:7]([CH2:11][CH2:12][N:13]3[CH2:17][CH2:16][CH2:15][CH2:14]3)[CH2:6][CH2:5]4)=[N:29][CH:30]=2)=[CH:23][CH:24]=1, predict the reactants needed to synthesize it. The reactants are: I[C:2]1[CH:3]=[C:4]2[C:8](=[CH:9][CH:10]=1)[N:7]([CH2:11][CH2:12][N:13]1[CH2:17][CH2:16][CH2:15][CH2:14]1)[CH2:6][CH2:5]2.[Cl:18][C:19]1[CH:24]=[CH:23][C:22]([C:25]2[CH:26]=[CH:27][C:28]([C:31]#[CH:32])=[N:29][CH:30]=2)=[CH:21][CH:20]=1.